Dataset: Retrosynthesis with 50K atom-mapped reactions and 10 reaction types from USPTO. Task: Predict the reactants needed to synthesize the given product. (1) Given the product Clc1cccnc1SCc1ccccc1, predict the reactants needed to synthesize it. The reactants are: Clc1cccnc1Cl.SCc1ccccc1. (2) The reactants are: CC#C[Mg+].O=C(Cn1cncn1)c1ccc(Oc2ccc(Cl)cc2)cc1Cl. Given the product CC#CC(O)(Cn1cncn1)c1ccc(Oc2ccc(Cl)cc2)cc1Cl, predict the reactants needed to synthesize it. (3) The reactants are: CCc1cc(N2CCCC2=O)ncc1[N+](=O)[O-]. Given the product CCc1cc(N2CCCC2=O)ncc1N, predict the reactants needed to synthesize it. (4) The reactants are: CN1CCC(N(C)CCOc2cc(Nc3nccc(-c4c(-c5cccc(N)c5)nn5ccccc45)n3)ccc2Cl)C1.O=C(Cl)Cc1cccs1. Given the product CN1CCC(N(C)CCOc2cc(Nc3nccc(-c4c(-c5cccc(NC(=O)Cc6cccs6)c5)nn5ccccc45)n3)ccc2Cl)C1, predict the reactants needed to synthesize it. (5) Given the product O=C1C(=O)c2ccc(-c3cccnc3)cc2C2=C1SCC1(CCN(C(=O)c3cccc(Cl)c3)CC1)O2, predict the reactants needed to synthesize it. The reactants are: O=C(Cl)c1cccc(Cl)c1.O=C1C(=O)c2ccc(-c3cccnc3)cc2C2=C1SCC1(CCNCC1)O2. (6) Given the product O=C(CN1CCN(C(=O)c2ccccc2)CC1)N1CCC1, predict the reactants needed to synthesize it. The reactants are: C1CNC1.O=C(O)CN1CCN(C(=O)c2ccccc2)CC1.